This data is from Full USPTO retrosynthesis dataset with 1.9M reactions from patents (1976-2016). The task is: Predict the reactants needed to synthesize the given product. Given the product [NH2:24][C@@H:16]([CH2:17][C:18]1[CH:19]=[CH:20][CH:21]=[CH:22][CH:23]=1)[C@H:15]([OH:32])[CH2:14][NH:13][CH2:12][C:11]1[CH:10]=[C:9]([OH:8])[CH:35]=[C:34]([CH:36]([CH3:37])[CH3:38])[CH:33]=1, predict the reactants needed to synthesize it. The reactants are: C([O:8][C:9]1[CH:10]=[C:11]([CH:33]=[C:34]([CH:36]([CH3:38])[CH3:37])[CH:35]=1)[CH2:12][NH:13][CH2:14][C@@H:15]([OH:32])[C@@H:16]([NH:24]C(=O)OC(C)(C)C)[CH2:17][C:18]1[CH:23]=[CH:22][CH:21]=[CH:20][CH:19]=1)C1C=CC=CC=1.